Dataset: Full USPTO retrosynthesis dataset with 1.9M reactions from patents (1976-2016). Task: Predict the reactants needed to synthesize the given product. (1) Given the product [C:2]([C:7]1[N:8]=[C:9]([CH2:12][N:13]2[N:17]=[C:16]([NH:18][C:25]([C:23]3[N:24]=[C:20]([CH3:19])[O:21][C:22]=3[C:28]3[CH:29]=[C:30]([CH3:34])[CH:31]=[CH:32][CH:33]=3)=[O:26])[CH:15]=[N:14]2)[S:10][CH:11]=1)(=[O:6])[CH3:1], predict the reactants needed to synthesize it. The reactants are: [CH3:1][C:2]1([C:7]2[N:8]=[C:9]([CH2:12][N:13]3[N:17]=[C:16]([NH2:18])[CH:15]=[N:14]3)[S:10][CH:11]=2)[O:6]CCO1.[CH3:19][C:20]1[O:21][C:22]([C:28]2[CH:29]=[C:30]([CH3:34])[CH:31]=[CH:32][CH:33]=2)=[C:23]([C:25](O)=[O:26])[N:24]=1. (2) Given the product [Cl:29][C:30]1[S:34][C:33]([C:35](=[O:36])[CH2:12][CH2:11][C:10](=[O:13])[CH:9]([C:6]2[CH:5]=[CH:4][C:3]([S:2][CH3:1])=[CH:8][N:7]=2)[CH2:14][CH:15]2[CH2:16][CH2:17][O:18][CH2:19][CH2:20]2)=[N:32][CH:31]=1, predict the reactants needed to synthesize it. The reactants are: [CH3:1][S:2][C:3]1[CH:4]=[CH:5][C:6]([CH:9]([CH2:14][CH:15]2[CH2:20][CH2:19][O:18][CH2:17][CH2:16]2)[C:10](=[O:13])[CH:11]=[CH2:12])=[N:7][CH:8]=1.C(O)C.O1CCCC1.[Cl:29][C:30]1[S:34][C:33]([CH:35]=[O:36])=[N:32][CH:31]=1. (3) Given the product [CH:1]1([C:4]2[N:8]([CH3:9])[C:7]3[C:10]([CH:21]([OH:22])[CH2:25][CH3:26])=[CH:11][C:12]([C:14]4[C:15]([CH3:20])=[N:16][O:17][C:18]=4[CH3:19])=[CH:13][C:6]=3[N:5]=2)[CH2:2][CH2:3]1, predict the reactants needed to synthesize it. The reactants are: [CH:1]1([C:4]2[N:8]([CH3:9])[C:7]3[C:10]([C:21](OC)=[O:22])=[CH:11][C:12]([C:14]4[C:15]([CH3:20])=[N:16][O:17][C:18]=4[CH3:19])=[CH:13][C:6]=3[N:5]=2)[CH2:3][CH2:2]1.[CH2:25]([Mg]Br)[CH3:26].